The task is: Predict the reactants needed to synthesize the given product.. This data is from Full USPTO retrosynthesis dataset with 1.9M reactions from patents (1976-2016). (1) Given the product [F:1][C:2]1[N:7]=[CH:6][C:5]([C:8]([Cl:13])=[O:10])=[CH:4][CH:3]=1, predict the reactants needed to synthesize it. The reactants are: [F:1][C:2]1[N:7]=[CH:6][C:5]([C:8]([OH:10])=O)=[CH:4][CH:3]=1.S(Cl)([Cl:13])=O. (2) Given the product [I:1][C:2]1[CH:7]=[CH:6][N:5]=[C:4]([O:8][CH3:9])[C:3]=1[C:10]1[NH:25][C:13]2[C:12]([N:11]=1)=[C:17]([CH3:18])[N:16]=[C:15]([N:19]1[CH2:20][CH2:21][O:22][CH2:23][CH2:24]1)[N:14]=2, predict the reactants needed to synthesize it. The reactants are: [I:1][C:2]1[CH:7]=[CH:6][N:5]=[C:4]([O:8][CH3:9])[C:3]=1[CH:10]=[N:11][C:12]1[C:13]([NH2:25])=[N:14][C:15]([N:19]2[CH2:24][CH2:23][O:22][CH2:21][CH2:20]2)=[N:16][C:17]=1[CH3:18].C1COCC1.C(O)(=O)C.C(O)(=O)C.IC1C=CC=CC=1.